This data is from Catalyst prediction with 721,799 reactions and 888 catalyst types from USPTO. The task is: Predict which catalyst facilitates the given reaction. (1) Reactant: [CH3:1][O:2][C:3](=[O:34])[C:4]1[CH:9]=[C:8]([O:10][C:11]2[CH:16]=[CH:15][C:14]([N+:17]([O-])=O)=[C:13](/[CH:20]=[CH:21]\[CH3:22])[CH:12]=2)[CH:7]=[CH:6][C:5]=1[NH:23][S:24]([C:27]1[CH:32]=[CH:31][C:30]([CH3:33])=[CH:29][CH:28]=1)(=[O:26])=[O:25]. Product: [CH3:1][O:2][C:3](=[O:34])[C:4]1[CH:9]=[C:8]([O:10][C:11]2[CH:16]=[CH:15][C:14]([NH2:17])=[C:13]([CH2:20][CH2:21][CH3:22])[CH:12]=2)[CH:7]=[CH:6][C:5]=1[NH:23][S:24]([C:27]1[CH:28]=[CH:29][C:30]([CH3:33])=[CH:31][CH:32]=1)(=[O:26])=[O:25]. The catalyst class is: 358. (2) Reactant: Cl.[NH2:2][C:3]1[CH:30]=[CH:29][C:6]([CH2:7][N:8]2[CH2:13][CH2:12][N:11]([S:14]([C:17]3[CH:26]=[CH:25][C:24]4[C:19](=[CH:20][CH:21]=[C:22]([Cl:27])[CH:23]=4)[CH:18]=3)(=[O:16])=[O:15])[CH2:10][C:9]2=[O:28])=[CH:5][CH:4]=1.Cl.[C:32](=[NH:37])(OCC)[CH3:33].C(N(CC)CC)C. Product: [ClH:27].[C:32]([NH:2][C:3]1[CH:30]=[CH:29][C:6]([CH2:7][N:8]2[CH2:13][CH2:12][N:11]([S:14]([C:17]3[CH:26]=[CH:25][C:24]4[C:19](=[CH:20][CH:21]=[C:22]([Cl:27])[CH:23]=4)[CH:18]=3)(=[O:15])=[O:16])[CH2:10][C:9]2=[O:28])=[CH:5][CH:4]=1)(=[NH:37])[CH3:33]. The catalyst class is: 5. (3) Reactant: [OH:1][C:2]1[C:3]2[CH:14]=[CH:13][CH:12]=[CH:11][C:4]=2[S:5][C:6]=1[C:7]([O:9][CH3:10])=[O:8].[CH2:15](Br)[C:16]1[CH:21]=[CH:20][CH:19]=[CH:18][CH:17]=1.C(=O)([O-])[O-].[K+].[K+].CN(C)C=O. Product: [CH2:15]([O:1][C:2]1[C:3]2[CH:14]=[CH:13][CH:12]=[CH:11][C:4]=2[S:5][C:6]=1[C:7]([O:9][CH3:10])=[O:8])[C:16]1[CH:21]=[CH:20][CH:19]=[CH:18][CH:17]=1. The catalyst class is: 310. (4) Reactant: [O:1]=[C:2]1[NH:7][C:6]2[CH:8]=[C:9]([C:11]3[CH:16]=[CH:15][CH:14]=[CH:13][CH:12]=3)[S:10][C:5]=2[C:4](=[O:17])[N:3]1[CH:18]1[CH2:23][CH2:22][N:21]([C:24]([O:26][C:27]([CH3:30])([CH3:29])[CH3:28])=[O:25])[CH2:20][CH2:19]1.Cl[CH2:32][C:33]1[S:34][C:35]([CH3:38])=[CH:36][N:37]=1.C(=O)([O-])[O-].[K+].[K+]. Product: [CH3:38][C:35]1[S:34][C:33]([CH2:32][N:7]2[C:6]3[CH:8]=[C:9]([C:11]4[CH:16]=[CH:15][CH:14]=[CH:13][CH:12]=4)[S:10][C:5]=3[C:4](=[O:17])[N:3]([CH:18]3[CH2:23][CH2:22][N:21]([C:24]([O:26][C:27]([CH3:30])([CH3:29])[CH3:28])=[O:25])[CH2:20][CH2:19]3)[C:2]2=[O:1])=[N:37][CH:36]=1. The catalyst class is: 3. (5) Reactant: [CH2:1]([O:8][C:9]1[C:10]([C:25]2[CH:26]=[CH:27][C:28]3[O:33][CH2:32][CH2:31][CH2:30][C:29]=3[CH:34]=2)=[C:11]([C:19](=[O:24])[C:20]([O:22][CH3:23])=[O:21])[C:12]([C:15]([F:18])([F:17])[F:16])=[CH:13][CH:14]=1)[C:2]1[CH:7]=[CH:6][CH:5]=[CH:4][CH:3]=1.[BH4-].[Na+].C(O)(=O)C.O. Product: [CH2:1]([O:8][C:9]1[C:10]([C:25]2[CH:26]=[CH:27][C:28]3[O:33][CH2:32][CH2:31][CH2:30][C:29]=3[CH:34]=2)=[C:11]([CH:19]([OH:24])[C:20]([O:22][CH3:23])=[O:21])[C:12]([C:15]([F:17])([F:18])[F:16])=[CH:13][CH:14]=1)[C:2]1[CH:7]=[CH:6][CH:5]=[CH:4][CH:3]=1. The catalyst class is: 7. (6) The catalyst class is: 66. Reactant: [CH2:1]([CH:3]([CH2:27][CH3:28])[CH:4]([NH:17][C:18]1[CH:26]=[CH:25][C:21](C(O)=O)=[CH:20][CH:19]=1)[C:5]1[O:6][C:7]2[CH:14]=[CH:13][C:12]([O:15][CH3:16])=[CH:11][C:8]=2[C:9]=1[CH3:10])[CH3:2].CNC[CH2:32][C:33]([O:35][CH2:36][CH3:37])=[O:34].O.ON1C2C=CC=CC=2N=N1.Cl.C(N=C=NCCCN(C)C)C.Cl.[CH3:62][N:63]([CH3:66])[CH:64]=[O:65]. Product: [CH2:1]([CH:3]([CH2:27][CH3:28])[CH:4]([NH:17][C:18]1[CH:19]=[CH:20][C:21]([C:64]([N:63]([CH3:66])[CH2:62][CH2:32][C:33]([O:35][CH2:36][CH3:37])=[O:34])=[O:65])=[CH:25][CH:26]=1)[C:5]1[O:6][C:7]2[CH:14]=[CH:13][C:12]([O:15][CH3:16])=[CH:11][C:8]=2[C:9]=1[CH3:10])[CH3:2]. (7) Reactant: P([O-])([O-])([O-])=O.[K+].[K+].[K+].Br[C:10]1[CH:11]=[C:12]([CH:15]=[O:16])[S:13][CH:14]=1.[CH3:17][O:18][C:19]1[CH:24]=[CH:23][C:22](B(O)O)=[CH:21][CH:20]=1. Product: [CH3:17][O:18][C:19]1[CH:24]=[CH:23][C:22]([C:10]2[CH:11]=[C:12]([CH:15]=[O:16])[S:13][CH:14]=2)=[CH:21][CH:20]=1. The catalyst class is: 853. (8) The catalyst class is: 30. Product: [C:3]([C:7]1[CH:11]=[C:10]([C:12]([OH:14])=[O:13])[N:9]([C:17]2[CH:18]=[CH:19][C:20]([N:23]([CH3:25])[CH3:24])=[CH:21][CH:22]=2)[N:8]=1)([CH3:6])([CH3:4])[CH3:5]. Reactant: [OH-].[Na+].[C:3]([C:7]1[CH:11]=[C:10]([C:12]([O:14]CC)=[O:13])[N:9]([C:17]2[CH:22]=[CH:21][C:20]([N:23]([CH3:25])[CH3:24])=[CH:19][CH:18]=2)[N:8]=1)([CH3:6])([CH3:5])[CH3:4].CO.